From a dataset of Forward reaction prediction with 1.9M reactions from USPTO patents (1976-2016). Predict the product of the given reaction. Given the reactants [Cl:1][C:2]1[N:7]=[C:6](Cl)[CH:5]=[C:4]([CH3:9])[N:3]=1.[CH3:10][Si:11]([CH3:23])([CH3:22])[CH2:12][CH2:13][O:14][CH2:15][N:16]1[CH:20]=[CH:19][C:18]([NH2:21])=[N:17]1.CC1(C)C2C=CC=C(P(C3C=CC=CC=3)C3C=CC=CC=3)C=2OC2C1=CC=CC=2P(C1C=CC=CC=1)C1C=CC=CC=1.P([O-])([O-])([O-])=O.[K+].[K+].[K+], predict the reaction product. The product is: [Cl:1][C:2]1[N:7]=[C:6]([NH:21][C:18]2[CH:19]=[CH:20][N:16]([CH2:15][O:14][CH2:13][CH2:12][Si:11]([CH3:23])([CH3:22])[CH3:10])[N:17]=2)[CH:5]=[C:4]([CH3:9])[N:3]=1.